From a dataset of Full USPTO retrosynthesis dataset with 1.9M reactions from patents (1976-2016). Predict the reactants needed to synthesize the given product. (1) The reactants are: Br[C:2]1[C:3]([N:19]2[C:23]([CH3:24])=[CH:22][C:21]([C:25]([F:28])([F:27])[F:26])=[N:20]2)=[N:4][C:5]([NH:8][C:9]2[CH:14]=[C:13]([O:15][CH3:16])[CH:12]=[C:11]([O:17][CH3:18])[CH:10]=2)=[N:6][CH:7]=1.[CH3:29][S:30][C:31]1[C:36]([C:37]([O:39][CH3:40])=[O:38])=[CH:35][C:34](B2OC(C)(C)C(C)(C)O2)=[CH:33][N:32]=1.COC(C1C=C(B(O)O)C=NC=1SC)=O.ClCCl.C(=O)([O-])[O-].[Na+].[Na+]. Given the product [CH3:18][O:17][C:11]1[CH:10]=[C:9]([NH:8][C:5]2[N:4]=[C:3]([N:19]3[C:23]([CH3:24])=[CH:22][C:21]([C:25]([F:28])([F:27])[F:26])=[N:20]3)[C:2]([C:34]3[CH:35]=[C:36]([C:37]([O:39][CH3:40])=[O:38])[C:31]([S:30][CH3:29])=[N:32][CH:33]=3)=[CH:7][N:6]=2)[CH:14]=[C:13]([O:15][CH3:16])[CH:12]=1, predict the reactants needed to synthesize it. (2) Given the product [C:1]([O:5][C:6]([N:8]1[CH2:13][C@H:12]([CH:14]([Cl:53])[C:15]2[S:16][CH:17]=[CH:18][N:19]=2)[N:11]([CH2:21][C:22]([N:24]2[C:32]3[CH:31]=[C:30]([C:33]([F:38])([F:37])[CH2:34][CH2:35][CH3:36])[N:29]=[CH:28][C:27]=3[C:26]([CH3:40])([CH3:39])[CH2:25]2)=[O:23])[CH2:10][C@H:9]1[CH3:41])=[O:7])([CH3:4])([CH3:3])[CH3:2], predict the reactants needed to synthesize it. The reactants are: [C:1]([O:5][C:6]([N:8]1[CH2:13][C@H:12]([CH:14](O)[C:15]2[S:16][CH:17]=[CH:18][N:19]=2)[N:11]([CH2:21][C:22]([N:24]2[C:32]3[CH:31]=[C:30]([C:33]([F:38])([F:37])[CH2:34][CH2:35][CH3:36])[N:29]=[CH:28][C:27]=3[C:26]([CH3:40])([CH3:39])[CH2:25]2)=[O:23])[CH2:10][C@H:9]1[CH3:41])=[O:7])([CH3:4])([CH3:3])[CH3:2].C(N(CC)CC)C.CS([Cl:53])(=O)=O.C(=O)(O)[O-].[Na+]. (3) Given the product [Si:1]([O:8][CH2:9][C@H:10]1[CH2:19][C:18]2[C:13](=[CH:14][CH:15]=[CH:16][C:17]=2[CH2:20][CH2:21][OH:34])[C@H:12]([CH3:22])[N:11]1[C:23](=[O:33])[CH2:24][C:25]1[C:30]([F:31])=[CH:29][CH:28]=[CH:27][C:26]=1[Cl:32])([C:4]([CH3:5])([CH3:6])[CH3:7])([CH3:3])[CH3:2], predict the reactants needed to synthesize it. The reactants are: [Si:1]([O:8][CH2:9][C@H:10]1[CH2:19][C:18]2[C:13](=[CH:14][CH:15]=[CH:16][C:17]=2[CH:20]=[CH2:21])[C@H:12]([CH3:22])[N:11]1[C:23](=[O:33])[CH2:24][C:25]1[C:30]([F:31])=[CH:29][CH:28]=[CH:27][C:26]=1[Cl:32])([C:4]([CH3:7])([CH3:6])[CH3:5])([CH3:3])[CH3:2].[OH-:34].[Na+].OO. (4) Given the product [CH3:23][C:19]1[N:18]=[C:17]([N:8]2[C@@H:1]3[C@@H:6]([CH2:5][CH2:4][N:3]([C:9]([O:11][C:12]([CH3:15])([CH3:14])[CH3:13])=[O:10])[CH2:2]3)[CH2:7]2)[CH:22]=[CH:21][CH:20]=1, predict the reactants needed to synthesize it. The reactants are: [C@@H:1]12[NH:8][CH2:7][C@@H:6]1[CH2:5][CH2:4][N:3]([C:9]([O:11][C:12]([CH3:15])([CH3:14])[CH3:13])=[O:10])[CH2:2]2.Cl[C:17]1[CH:22]=[CH:21][CH:20]=[C:19]([CH3:23])[N:18]=1.CCN(C(C)C)C(C)C. (5) Given the product [F:1][C:2]1[CH:3]=[C:4]([N:5]2[C:24](=[O:25])[CH:23]=[C:22]([CH3:28])[N:18]=[C:19]2[CH3:21])[CH:6]=[CH:7][C:8]=1[N:9]1[CH:13]=[CH:12][CH:11]=[N:10]1, predict the reactants needed to synthesize it. The reactants are: [F:1][C:2]1[CH:3]=[C:4]([CH:6]=[CH:7][C:8]=1[N:9]1[CH:13]=[CH:12][CH:11]=[N:10]1)[NH2:5].C[Al](C)C.[NH:18](/[C:22](/[CH3:28])=[CH:23]\[C:24](OC)=[O:25])[C:19]([CH3:21])=O. (6) The reactants are: Cl[CH2:2][C:3]1[CH:25]=[CH:24][C:6]2[S:7][CH:8]=[C:9]([C:10]3[CH:22]=[CH:21][C:13]([O:14][CH:15]4[CH2:20][CH2:19][O:18][CH2:17][CH2:16]4)=[CH:12][C:11]=3[CH3:23])[C:5]=2[CH:4]=1.[OH:26][C:27]1[CH:32]=[CH:31][C:30]([C@@H:33]([C:40]#[C:41][CH3:42])[CH2:34][C:35]([O:37][CH2:38][CH3:39])=[O:36])=[CH:29][CH:28]=1. Given the product [CH3:23][C:11]1[CH:12]=[C:13]([O:14][CH:15]2[CH2:16][CH2:17][O:18][CH2:19][CH2:20]2)[CH:21]=[CH:22][C:10]=1[C:9]1[C:5]2[CH:4]=[C:3]([CH2:2][O:26][C:27]3[CH:28]=[CH:29][C:30]([C@@H:33]([C:40]#[C:41][CH3:42])[CH2:34][C:35]([O:37][CH2:38][CH3:39])=[O:36])=[CH:31][CH:32]=3)[CH:25]=[CH:24][C:6]=2[S:7][CH:8]=1, predict the reactants needed to synthesize it. (7) The reactants are: Cl[C:2]1[C:11]2[C:6](=[CH:7][C:8]([O:14][CH2:15][CH2:16][O:17][CH3:18])=[C:9]([C:12]#[N:13])[CH:10]=2)[N:5]=[CH:4][CH:3]=1.[N+:19]([C:22]1[CH:27]=[CH:26][C:25]([OH:28])=[CH:24][CH:23]=1)([O-:21])=[O:20].N1C(C)=CC=CC=1C. Given the product [C:12]([C:9]1[CH:10]=[C:11]2[C:6](=[CH:7][C:8]=1[O:14][CH2:15][CH2:16][O:17][CH3:18])[N:5]=[CH:4][CH:3]=[C:2]2[O:28][C:25]1[CH:26]=[CH:27][C:22]([N+:19]([O-:21])=[O:20])=[CH:23][CH:24]=1)#[N:13], predict the reactants needed to synthesize it. (8) Given the product [CH3:31][C:26]1([CH3:32])[C:27]([CH3:30])([CH3:29])[O:28][B:24]([C:13]2[CH:14]=[CH:15][C:10]([C:5]3[CH:6]=[CH:7][CH:8]=[CH:9][C:4]=3[CH2:1][CH2:2][CH3:3])=[CH:11][CH:12]=2)[O:25]1, predict the reactants needed to synthesize it. The reactants are: [CH2:1]([C:4]1[CH:9]=[CH:8][CH:7]=[CH:6][C:5]=1[C:10]1[CH:15]=[CH:14][C:13](OS(C(F)(F)F)(=O)=O)=[CH:12][CH:11]=1)[CH2:2][CH3:3].[B:24]1([B:24]2[O:28][C:27]([CH3:30])([CH3:29])[C:26]([CH3:32])([CH3:31])[O:25]2)[O:28][C:27]([CH3:30])([CH3:29])[C:26]([CH3:32])([CH3:31])[O:25]1.C([O-])(=O)C.[K+].CN(C=O)C.